Predict the reactants needed to synthesize the given product. From a dataset of Full USPTO retrosynthesis dataset with 1.9M reactions from patents (1976-2016). (1) Given the product [CH3:8][Si:9]([CH3:26])([CH:24]=[CH2:25])[C:10]1[CH:15]=[CH:14][C:13]([NH2:16])=[CH:12][CH:11]=1, predict the reactants needed to synthesize it. The reactants are: C(O)(C(F)(F)F)=O.[CH3:8][Si:9]([CH3:26])([CH:24]=[CH2:25])[C:10]1[CH:15]=[CH:14][C:13]([NH:16]C(=O)OC(C)(C)C)=[CH:12][CH:11]=1. (2) Given the product [N:5]1[CH:6]=[CH:7][C:2]([NH:1][C:20]([N:22]2[CH2:23][CH:24]([O:26][C:27]3[CH:32]=[CH:31][C:30]([I:33])=[CH:29][N:28]=3)[CH2:25]2)=[O:19])=[N:3][CH:4]=1, predict the reactants needed to synthesize it. The reactants are: [NH2:1][C:2]1[CH:7]=[CH:6][N:5]=[CH:4][N:3]=1.[H-].[Na+].[N+](C1C=CC([O:19][C:20]([N:22]2[CH2:25][CH:24]([O:26][C:27]3[CH:32]=[CH:31][C:30]([I:33])=[CH:29][N:28]=3)[CH2:23]2)=O)=CC=1)([O-])=O.[Cl-].[NH4+].